From a dataset of Peptide-MHC class II binding affinity with 134,281 pairs from IEDB. Regression. Given a peptide amino acid sequence and an MHC pseudo amino acid sequence, predict their binding affinity value. This is MHC class II binding data. (1) The peptide sequence is LLFCALASSCQVAFS. The MHC is DRB1_1001 with pseudo-sequence DRB1_1001. The binding affinity (normalized) is 0.585. (2) The peptide sequence is DREVVANVIGLSGDS. The MHC is HLA-DQA10401-DQB10402 with pseudo-sequence HLA-DQA10401-DQB10402. The binding affinity (normalized) is 0.401. (3) The peptide sequence is HDIYIVMPVFIIKR. The MHC is HLA-DQA10301-DQB10302 with pseudo-sequence HLA-DQA10301-DQB10302. The binding affinity (normalized) is 0.174. (4) The peptide sequence is IITPTNVSHIQSAVV. The MHC is HLA-DPA10103-DPB10201 with pseudo-sequence HLA-DPA10103-DPB10201. The binding affinity (normalized) is 0.104. (5) The peptide sequence is KKWNSITVMPLLCGIGC. The MHC is HLA-DQA10201-DQB10303 with pseudo-sequence HLA-DQA10201-DQB10303. The binding affinity (normalized) is 0.723. (6) The peptide sequence is ATIRVLALGNQEGSL. The MHC is DRB1_0301 with pseudo-sequence DRB1_0301. The binding affinity (normalized) is 0.453. (7) The peptide sequence is FVHLGHRDNIEDDLL. The binding affinity (normalized) is 0.00796. The MHC is HLA-DPA10201-DPB10501 with pseudo-sequence HLA-DPA10201-DPB10501. (8) The binding affinity (normalized) is 0.347. The MHC is DRB1_0401 with pseudo-sequence DRB1_0401. The peptide sequence is KIYHKCDNACIGSIR.